From a dataset of Forward reaction prediction with 1.9M reactions from USPTO patents (1976-2016). Predict the product of the given reaction. (1) Given the reactants C(OC([CH:8]1[C:16]2[C:12](=[CH:13][N:14]3[CH:20]=[CH:19][CH:18]=[CH:17][C:15]3=2)[CH2:11][CH2:10][C:9]1=[O:21])=O)(C)(C)C.C(O)=O, predict the reaction product. The product is: [CH:17]1[C:15]2=[C:16]3[C:12](=[CH:13][N:14]2[CH:20]=[CH:19][CH:18]=1)[CH2:11][CH2:10][C:9](=[O:21])[CH2:8]3. (2) Given the reactants [C:1]([C@H:6]1[C@H:15]([C:16]([O:18]CC)=[O:17])[CH2:14][C:13]2[C:8](=[CH:9][CH:10]=[CH:11][CH:12]=2)[CH2:7]1)([O:3][CH2:4][CH3:5])=[O:2].[OH-].[Na+].Cl, predict the reaction product. The product is: [C:1]([C@H:6]1[C@H:15]([C:16]([OH:18])=[O:17])[CH2:14][C:13]2[C:8](=[CH:9][CH:10]=[CH:11][CH:12]=2)[CH2:7]1)([O:3][CH2:4][CH3:5])=[O:2]. (3) Given the reactants C1N=CN(C(N2C=NC=C2)=O)C=1.[Cl:13][C:14]1[CH:19]=[CH:18][C:17]([C:20]2[CH:25]=[CH:24][C:23]([C:26]([NH:28][CH2:29][CH2:30][C:31]3[CH:39]=[CH:38][C:34]([C:35](O)=[O:36])=[CH:33][CH:32]=3)=[O:27])=[CH:22][CH:21]=2)=[CH:16][CH:15]=1.[BH4-].[Na+].Cl, predict the reaction product. The product is: [OH:36][CH2:35][C:34]1[CH:38]=[CH:39][C:31]([CH2:30][CH2:29][NH:28][C:26]([C:23]2[CH:24]=[CH:25][C:20]([C:17]3[CH:16]=[CH:15][C:14]([Cl:13])=[CH:19][CH:18]=3)=[CH:21][CH:22]=2)=[O:27])=[CH:32][CH:33]=1. (4) Given the reactants [NH:1]1[CH2:6][CH2:5][O:4][CH2:3][CH2:2]1.C[Al](C)C.[C:11]([C:13]1[C:18]2[N:19]=[C:20]([C:22](OCC)=[O:23])[O:21][C:17]=2[C:16]([F:27])=[C:15]([C:28]2[CH:33]=[CH:32][CH:31]=[CH:30][CH:29]=2)[C:14]=1[CH3:34])#[N:12].Cl, predict the reaction product. The product is: [F:27][C:16]1[C:15]([C:28]2[CH:33]=[CH:32][CH:31]=[CH:30][CH:29]=2)=[C:14]([CH3:34])[C:13]([C:11]#[N:12])=[C:18]2[C:17]=1[O:21][C:20]([C:22]([N:1]1[CH2:6][CH2:5][O:4][CH2:3][CH2:2]1)=[O:23])=[N:19]2. (5) Given the reactants [Cl:1][C:2]1[N:7]=[C:6](Cl)[C:5]([Cl:9])=[CH:4][N:3]=1.[NH2:10][CH:11]1[CH2:16][CH2:15][N:14]([C:17]([O:19][C:20]([CH3:23])([CH3:22])[CH3:21])=[O:18])[CH2:13][CH2:12]1, predict the reaction product. The product is: [C:20]([O:19][C:17]([N:14]1[CH2:15][CH2:16][CH:11]([NH:10][C:6]2[C:5]([Cl:9])=[CH:4][N:3]=[C:2]([Cl:1])[N:7]=2)[CH2:12][CH2:13]1)=[O:18])([CH3:23])([CH3:21])[CH3:22]. (6) Given the reactants [CH:1]([OH:3])=O.C(OC(=O)C)(=O)C.[CH3:11][N:12]([C:20]1[C:29]2[C:24](=[CH:25][CH:26]=[CH:27][CH:28]=2)[N:23]=[C:22]([CH3:30])[N:21]=1)[C:13]1[CH:18]=[CH:17][C:16]([NH2:19])=[CH:15][CH:14]=1, predict the reaction product. The product is: [CH3:11][N:12]([C:20]1[C:29]2[C:24](=[CH:25][CH:26]=[CH:27][CH:28]=2)[N:23]=[C:22]([CH3:30])[N:21]=1)[C:13]1[CH:14]=[CH:15][C:16]([NH:19][CH:1]=[O:3])=[CH:17][CH:18]=1. (7) Given the reactants [ClH:1].C(OC([NH:12][C@H:13]([C:17]([OH:19])=[O:18])[CH:14]([CH3:16])[CH3:15])=O)C1C=CC=CC=1.[CH:20]1[N:24]([CH2:25][O:26][CH:27]([CH2:30]O)[CH2:28][OH:29])[C:23]2[N:32]=[C:33]([NH2:37])[N:34]=[C:35]([OH:36])[C:22]=2[N:21]=1, predict the reaction product. The product is: [CH3:16][CH:14]([C@H:13]([NH2:12])[C:17]([O:19][CH2:30][CH:27]([O:26][CH2:25][N:24]1[C:23]2[NH:32][C:33]([NH2:37])=[N:34][C:35](=[O:36])[C:22]=2[N:21]=[CH:20]1)[CH2:28][OH:29])=[O:18])[CH3:15].[ClH:1]. (8) Given the reactants [NH2:1][C:2]1[NH:6][N:5]=[C:4]([CH3:7])[C:3]=1[C:8]1[S:9][C:10]2[CH:16]=[C:15]([S:17](Cl)(=[O:19])=[O:18])[CH:14]=[CH:13][C:11]=2[N:12]=1.[CH:21]1([CH2:24][NH2:25])[CH2:23][CH2:22]1.CN1CCOCC1, predict the reaction product. The product is: [CH:21]1([CH2:24][NH:25][S:17]([C:15]2[CH:14]=[CH:13][C:11]3[N:12]=[C:8]([C:3]4[C:4]([CH3:7])=[N:5][NH:6][C:2]=4[NH2:1])[S:9][C:10]=3[CH:16]=2)(=[O:19])=[O:18])[CH2:23][CH2:22]1.